This data is from Full USPTO retrosynthesis dataset with 1.9M reactions from patents (1976-2016). The task is: Predict the reactants needed to synthesize the given product. (1) The reactants are: [C:1]([N:4]1[CH2:9][CH2:8][CH:7]([CH2:10][CH2:11][C:12]([OH:14])=O)[CH2:6][CH2:5]1)(=[O:3])[CH3:2].[CH2:15]1[C:24]2[C:19]3=[C:20]([CH2:25][CH2:26][C:27](=[O:28])[N:18]3[CH2:17][CH2:16]1)[CH:21]=[CH:22][CH:23]=2. Given the product [C:1]([N:4]1[CH2:5][CH2:6][CH:7]([CH2:10][CH2:11][C:12]([C:22]2[CH:23]=[C:24]3[C:19]4=[C:20]([CH2:25][CH2:26][C:27](=[O:28])[N:18]4[CH2:17][CH2:16][CH2:15]3)[CH:21]=2)=[O:14])[CH2:8][CH2:9]1)(=[O:3])[CH3:2], predict the reactants needed to synthesize it. (2) Given the product [CH2:1]([NH:7][S:8]([C:11]1[C:16]([Cl:17])=[CH:15][CH:14]=[C:13]([N+:18]([O-:20])=[O:19])[C:12]=1[OH:24])(=[O:10])=[O:9])[C@@H:2]1[O:6][CH2:5][CH2:4][CH2:3]1, predict the reactants needed to synthesize it. The reactants are: [CH2:1]([NH:7][S:8]([C:11]1[C:16]([Cl:17])=[CH:15][CH:14]=[C:13]([N+:18]([O-:20])=[O:19])[C:12]=1Cl)(=[O:10])=[O:9])[C@@H:2]1[O:6][CH2:5][CH2:4][CH2:3]1.[H-].[Na+].[OH2:24].